From a dataset of TCR-epitope binding with 47,182 pairs between 192 epitopes and 23,139 TCRs. Binary Classification. Given a T-cell receptor sequence (or CDR3 region) and an epitope sequence, predict whether binding occurs between them. (1) The epitope is YFPLQSYGF. The TCR CDR3 sequence is CAIADANTGELFF. Result: 0 (the TCR does not bind to the epitope). (2) The epitope is GTITSGWTF. The TCR CDR3 sequence is CASSLAPSGGDEQYF. Result: 0 (the TCR does not bind to the epitope). (3) The epitope is EILDITPCSF. The TCR CDR3 sequence is CASSLEGLGQNEQFF. Result: 0 (the TCR does not bind to the epitope). (4) The epitope is FIAGLIAIV. The TCR CDR3 sequence is CASSDGTSSYNEQFF. Result: 1 (the TCR binds to the epitope). (5) The epitope is YFPLQSYGF. The TCR CDR3 sequence is CATLDGITDTQYF. Result: 1 (the TCR binds to the epitope).